From a dataset of Catalyst prediction with 721,799 reactions and 888 catalyst types from USPTO. Predict which catalyst facilitates the given reaction. (1) Reactant: [CH3:1][N:2]([CH2:4][C:5]1[C:13]2[O:12][N:11]=[C:10]([CH2:14][CH2:15][CH:16]3[CH2:21][CH2:20][NH:19][CH2:18][CH2:17]3)[C:9]=2[CH:8]=[CH:7][C:6]=1[O:22][CH2:23][CH2:24][CH3:25])[CH3:3].[CH:26](=O)[C:27]1[CH:32]=[CH:31][CH:30]=[CH:29][CH:28]=1.C(O[BH-](OC(=O)C)OC(=O)C)(=O)C.[Na+].C(=O)(O)[O-].[Na+]. Product: [CH3:1][N:2]([CH2:4][C:5]1[C:13]2[O:12][N:11]=[C:10]([CH2:14][CH2:15][CH:16]3[CH2:17][CH2:18][N:19]([CH2:26][C:27]4[CH:32]=[CH:31][CH:30]=[CH:29][CH:28]=4)[CH2:20][CH2:21]3)[C:9]=2[CH:8]=[CH:7][C:6]=1[O:22][CH2:23][CH2:24][CH3:25])[CH3:3]. The catalyst class is: 411. (2) Reactant: [NH2:1][C:2]1[CH:7]=[C:6]([NH2:8])[CH:5]=[CH:4][C:3]=1[CH3:9].[C:10]1([N:16]=[C:17]=[O:18])[CH:15]=[CH:14][CH:13]=[CH:12][CH:11]=1. Product: [NH2:1][C:2]1[CH:7]=[C:6]([NH:8][C:17]([NH:16][C:10]2[CH:15]=[CH:14][CH:13]=[CH:12][CH:11]=2)=[O:18])[CH:5]=[CH:4][C:3]=1[CH3:9]. The catalyst class is: 13. (3) Product: [O:13]1[C:17]2[CH:18]=[CH:19][CH:20]=[CH:21][C:16]=2[C:15]([CH2:22][CH2:23][CH2:24][OH:25])=[CH:14]1. The catalyst class is: 7. Reactant: S1C2C=CC=CC=2C(CCO)=C1.[O:13]1[C:17]2[CH:18]=[CH:19][CH:20]=[CH:21][C:16]=2[C:15]([CH2:22][CH2:23][C:24](O)=[O:25])=[CH:14]1.[H-].[Al+3].[Li+].[H-].[H-].[H-].C(Cl)Cl.CO.